This data is from Full USPTO retrosynthesis dataset with 1.9M reactions from patents (1976-2016). The task is: Predict the reactants needed to synthesize the given product. (1) Given the product [CH2:13]([O:12][C:7]1[CH:8]=[C:9]2[C:4](=[CH:5][CH:6]=1)[CH:3]=[C:2]([B:24]([OH:25])[OH:23])[CH:11]=[CH:10]2)[CH2:14][CH2:15][CH3:16], predict the reactants needed to synthesize it. The reactants are: Br[C:2]1[CH:11]=[CH:10][C:9]2[C:4](=[CH:5][CH:6]=[C:7]([O:12][CH2:13][CH2:14][CH2:15][CH3:16])[CH:8]=2)[CH:3]=1.C([Li])CCC.C[O:23][B:24](OC)[O:25]C.[Cl-].[NH4+]. (2) Given the product [CH2:53]([NH:60][C:61](=[O:62])[NH:1][C:2]1[CH:7]=[CH:6][C:5]([N:8]2[C:12]([CH3:13])=[CH:11][C:10]([C:14]([N:16]([CH2:21][CH2:22][CH2:23][CH3:24])[CH2:17][CH2:18][CH2:19][CH3:20])=[O:15])=[N:9]2)=[C:4]([C:25]([N:27]2[C@H:36]([CH2:37][O:38][Si:39]([C:42]([CH3:43])([CH3:45])[CH3:44])([CH3:41])[CH3:40])[CH2:35][C:34]3[C:29](=[CH:30][CH:31]=[CH:32][CH:33]=3)[CH2:28]2)=[O:26])[CH:3]=1)[C:54]1[CH:59]=[CH:58][CH:57]=[CH:56][CH:55]=1, predict the reactants needed to synthesize it. The reactants are: [NH2:1][C:2]1[CH:7]=[CH:6][C:5]([N:8]2[C:12]([CH3:13])=[CH:11][C:10]([C:14]([N:16]([CH2:21][CH2:22][CH2:23][CH3:24])[CH2:17][CH2:18][CH2:19][CH3:20])=[O:15])=[N:9]2)=[C:4]([C:25]([N:27]2[C@H:36]([CH2:37][O:38][Si:39]([C:42]([CH3:45])([CH3:44])[CH3:43])([CH3:41])[CH3:40])[CH2:35][C:34]3[C:29](=[CH:30][CH:31]=[CH:32][CH:33]=3)[CH2:28]2)=[O:26])[CH:3]=1.CCN(CC)CC.[CH2:53]([N:60]=[C:61]=[O:62])[C:54]1[CH:59]=[CH:58][CH:57]=[CH:56][CH:55]=1. (3) Given the product [N:19]1[CH:20]=[CH:21][N:22]=[CH:23][C:18]=1[C:9]1[CH:10]=[CH:11][C:12]([NH2:15])=[N:13][CH:14]=1, predict the reactants needed to synthesize it. The reactants are: CC1(C)C(C)(C)OB([C:9]2[CH:10]=[CH:11][C:12]([NH2:15])=[N:13][CH:14]=2)O1.I[C:18]1[CH:23]=[N:22][CH:21]=[CH:20][N:19]=1.C1(C)C=CC=CC=1.C([O-])([O-])=O.[Na+].[Na+]. (4) Given the product [CH2:1]([O:3][C:4](=[O:23])[CH2:5][O:6][C:7]1[CH:22]=[CH:21][C:10]([C:11]([OH:13])=[O:12])=[CH:9][CH:8]=1)[CH3:2], predict the reactants needed to synthesize it. The reactants are: [CH2:1]([O:3][C:4](=[O:23])[CH2:5][O:6][C:7]1[CH:22]=[CH:21][C:10]([C:11]([O:13]CC2C=CC=CC=2)=[O:12])=[CH:9][CH:8]=1)[CH3:2].